Binary Classification. Given a drug SMILES string, predict its activity (active/inactive) in a high-throughput screening assay against a specified biological target. From a dataset of HIV replication inhibition screening data with 41,000+ compounds from the AIDS Antiviral Screen. (1) The molecule is COc1ccc(-n2c(N)c(C#N)[nH]c2=O)cc1. The result is 0 (inactive). (2) The drug is Fc1cccc(C2SCc3nc4ccccc4n32)c1. The result is 1 (active).